Dataset: Full USPTO retrosynthesis dataset with 1.9M reactions from patents (1976-2016). Task: Predict the reactants needed to synthesize the given product. (1) Given the product [Cl:1][C:2]1[CH:3]=[C:4]2[C:8](=[CH:9][CH:10]=1)[NH:7][CH:6]=[C:5]2[CH2:11][CH2:12][NH:13][C:14]([C:15]1[CH:20]=[CH:19][C:18]([C:28]2[CH:29]=[CH:30][C:25]([C:23]#[N:24])=[CH:26][CH:27]=2)=[CH:17][CH:16]=1)=[O:22], predict the reactants needed to synthesize it. The reactants are: [Cl:1][C:2]1[CH:3]=[C:4]2[C:8](=[CH:9][CH:10]=1)[NH:7][CH:6]=[C:5]2[CH2:11][CH2:12][NH:13][C:14](=[O:22])[C:15]1[CH:20]=[CH:19][C:18](I)=[CH:17][CH:16]=1.[C:23]([C:25]1[CH:30]=[CH:29][C:28](B(O)O)=[CH:27][CH:26]=1)#[N:24].C(=O)([O-])[O-].[Na+].[Na+]. (2) Given the product [CH2:1]([O:3][C:4](=[O:12])[C:5]([C:6]1[CH:7]=[N:8][CH:9]=[CH:10][CH:11]=1)=[CH:16][OH:17])[CH3:2], predict the reactants needed to synthesize it. The reactants are: [CH2:1]([O:3][C:4](=[O:12])[CH2:5][C:6]1[CH:7]=[N:8][CH:9]=[CH:10][CH:11]=1)[CH3:2].[H-].[Na+].C1OCCOCCOCCOCCOCC[O:17][CH2:16]1.C(OC=O)C.[Cl-].[NH4+]. (3) Given the product [CH:1]1([N:7]2[CH2:12][C:11]3[CH:13]=[CH:14][C:15]([OH:17])=[CH:16][C:10]=3[O:9][C:8]2=[O:19])[CH2:2][CH2:3][CH2:4][CH2:5][CH2:6]1, predict the reactants needed to synthesize it. The reactants are: [CH:1]1([N:7]2[CH2:12][C:11]3[CH:13]=[CH:14][C:15]([O:17]C)=[CH:16][C:10]=3[O:9][C:8]2=[O:19])[CH2:6][CH2:5][CH2:4][CH2:3][CH2:2]1.Cl.[NH+]1C=CC=CC=1.Cl.C(OCC)(=O)C. (4) Given the product [O:1]=[C:2]1[N:8]([CH:9]2[CH2:10][CH2:11][N:12]([C:15]([O:17][C@H:18]([CH2:19][C:20]3[CH:29]=[C:28]([CH3:30])[C:23]4[NH:24][C:25](=[O:27])[O:26][C:22]=4[CH:21]=3)[C:31](=[O:32])[N:76]3[CH2:75][CH2:74][CH:73]([CH:70]4[CH2:71][CH2:72][N:67]([S:79](=[O:81])(=[O:80])[NH2:82])[CH2:68][CH2:69]4)[CH2:78][CH2:77]3)=[O:16])[CH2:13][CH2:14]2)[CH2:7][CH2:6][C:5]2[CH:34]=[CH:35][CH:36]=[CH:37][C:4]=2[NH:3]1, predict the reactants needed to synthesize it. The reactants are: [O:1]=[C:2]1[N:8]([CH:9]2[CH2:14][CH2:13][N:12]([C:15]([O:17][C@@H:18]([C:31](O)=[O:32])[CH2:19][C:20]3[CH:29]=[C:28]([CH3:30])[C:23]4[NH:24][C:25](=[O:27])[O:26][C:22]=4[CH:21]=3)=[O:16])[CH2:11][CH2:10]2)[CH2:7][CH2:6][C:5]2[CH:34]=[CH:35][CH:36]=[CH:37][C:4]=2[NH:3]1.CN(C(ON1N=NC2C=CC=CC1=2)=[N+](C)C)C.[B-](F)(F)(F)F.C(N(CC)CC)C.[N:67]1([S:79]([NH2:82])(=[O:81])=[O:80])[CH2:72][CH2:71][CH:70]([CH:73]2[CH2:78][CH2:77][NH:76][CH2:75][CH2:74]2)[CH2:69][CH2:68]1.